From a dataset of NCI-60 drug combinations with 297,098 pairs across 59 cell lines. Regression. Given two drug SMILES strings and cell line genomic features, predict the synergy score measuring deviation from expected non-interaction effect. (1) Drug 1: CCC1(CC2CC(C3=C(CCN(C2)C1)C4=CC=CC=C4N3)(C5=C(C=C6C(=C5)C78CCN9C7C(C=CC9)(C(C(C8N6C=O)(C(=O)OC)O)OC(=O)C)CC)OC)C(=O)OC)O.OS(=O)(=O)O. Drug 2: CN(CCCl)CCCl.Cl. Cell line: HOP-92. Synergy scores: CSS=31.0, Synergy_ZIP=-3.93, Synergy_Bliss=0.683, Synergy_Loewe=-2.07, Synergy_HSA=2.78. (2) Drug 1: CCC(=C(C1=CC=CC=C1)C2=CC=C(C=C2)OCCN(C)C)C3=CC=CC=C3.C(C(=O)O)C(CC(=O)O)(C(=O)O)O. Drug 2: C1C(C(OC1N2C=NC3=C2NC=NCC3O)CO)O. Cell line: OVCAR3. Synergy scores: CSS=7.97, Synergy_ZIP=-2.80, Synergy_Bliss=-0.725, Synergy_Loewe=0.931, Synergy_HSA=0.931. (3) Drug 1: CC1C(C(=O)NC(C(=O)N2CCCC2C(=O)N(CC(=O)N(C(C(=O)O1)C(C)C)C)C)C(C)C)NC(=O)C3=C4C(=C(C=C3)C)OC5=C(C(=O)C(=C(C5=N4)C(=O)NC6C(OC(=O)C(N(C(=O)CN(C(=O)C7CCCN7C(=O)C(NC6=O)C(C)C)C)C)C(C)C)C)N)C. Drug 2: C1=NC2=C(N=C(N=C2N1C3C(C(C(O3)CO)O)F)Cl)N. Cell line: HOP-92. Synergy scores: CSS=7.23, Synergy_ZIP=-6.04, Synergy_Bliss=-2.09, Synergy_Loewe=-6.87, Synergy_HSA=-3.11. (4) Drug 1: CCC1=C2CN3C(=CC4=C(C3=O)COC(=O)C4(CC)O)C2=NC5=C1C=C(C=C5)O. Drug 2: C1=NNC2=C1C(=O)NC=N2. Cell line: SN12C. Synergy scores: CSS=19.5, Synergy_ZIP=-0.0886, Synergy_Bliss=0.680, Synergy_Loewe=-29.3, Synergy_HSA=0.593. (5) Drug 1: C1=CC(=CC=C1CCC2=CNC3=C2C(=O)NC(=N3)N)C(=O)NC(CCC(=O)O)C(=O)O. Drug 2: C1CN(CCN1C(=O)CCBr)C(=O)CCBr. Cell line: COLO 205. Synergy scores: CSS=30.3, Synergy_ZIP=-6.02, Synergy_Bliss=-5.01, Synergy_Loewe=-5.27, Synergy_HSA=-1.65. (6) Cell line: SK-MEL-28. Synergy scores: CSS=3.57, Synergy_ZIP=-3.90, Synergy_Bliss=-4.84, Synergy_Loewe=-17.1, Synergy_HSA=-4.81. Drug 1: C1=CC(=CC=C1CCC2=CNC3=C2C(=O)NC(=N3)N)C(=O)NC(CCC(=O)O)C(=O)O. Drug 2: C1=CC=C(C(=C1)C(C2=CC=C(C=C2)Cl)C(Cl)Cl)Cl. (7) Drug 1: CC(C1=C(C=CC(=C1Cl)F)Cl)OC2=C(N=CC(=C2)C3=CN(N=C3)C4CCNCC4)N. Drug 2: CC1=CC=C(C=C1)C2=CC(=NN2C3=CC=C(C=C3)S(=O)(=O)N)C(F)(F)F. Cell line: SF-268. Synergy scores: CSS=12.2, Synergy_ZIP=-0.241, Synergy_Bliss=5.90, Synergy_Loewe=-0.129, Synergy_HSA=2.98. (8) Drug 1: CC1=C2C(C(=O)C3(C(CC4C(C3C(C(C2(C)C)(CC1OC(=O)C(C(C5=CC=CC=C5)NC(=O)OC(C)(C)C)O)O)OC(=O)C6=CC=CC=C6)(CO4)OC(=O)C)OC)C)OC. Drug 2: C1=NNC2=C1C(=O)NC=N2. Cell line: SF-539. Synergy scores: CSS=57.6, Synergy_ZIP=10.7, Synergy_Bliss=10.6, Synergy_Loewe=-35.1, Synergy_HSA=11.6. (9) Drug 1: CC1C(C(CC(O1)OC2CC(OC(C2O)C)OC3=CC4=CC5=C(C(=O)C(C(C5)C(C(=O)C(C(C)O)O)OC)OC6CC(C(C(O6)C)O)OC7CC(C(C(O7)C)O)OC8CC(C(C(O8)C)O)(C)O)C(=C4C(=C3C)O)O)O)O. Drug 2: CN1C2=C(C=C(C=C2)N(CCCl)CCCl)N=C1CCCC(=O)O.Cl. Cell line: RPMI-8226. Synergy scores: CSS=36.8, Synergy_ZIP=6.51, Synergy_Bliss=8.86, Synergy_Loewe=-40.8, Synergy_HSA=1.48. (10) Drug 1: C1CC(C1)(C(=O)O)C(=O)O.[NH2-].[NH2-].[Pt+2]. Drug 2: C1=NC2=C(N1)C(=S)N=CN2. Cell line: IGROV1. Synergy scores: CSS=10.4, Synergy_ZIP=-4.43, Synergy_Bliss=-1.09, Synergy_Loewe=-4.88, Synergy_HSA=-0.706.